This data is from Forward reaction prediction with 1.9M reactions from USPTO patents (1976-2016). The task is: Predict the product of the given reaction. (1) Given the reactants [Br:1][C:2]1[C:10]2[C:5](=[N:6][C:7]([NH:11][CH2:12][CH2:13][CH2:14][CH3:15])=[N:8][CH:9]=2)[NH:4][N:3]=1.[OH:16][CH:17]1[CH2:22][CH2:21][CH:20](Cl)[CH2:19][CH2:18]1.C([O-])([O-])=O.[K+].[K+], predict the reaction product. The product is: [OH:16][CH:17]1[CH2:22][CH2:21][CH:20]([N:4]2[C:5]3=[N:6][C:7]([NH:11][CH2:12][CH2:13][CH2:14][CH3:15])=[N:8][CH:9]=[C:10]3[C:2]([Br:1])=[N:3]2)[CH2:19][CH2:18]1. (2) Given the reactants [CH3:1][NH:2][C:3](=O)[C:4]1[CH:9]=[CH:8][C:7]([B:10]2[O:14]C(C)(C)C(C)(C)[O:11]2)=[CH:6][CH:5]=1.[N-:20]=[N+:21]=[N-:22].[Na+].FC(F)(F)S(OS(C(F)(F)F)(=O)=O)(=O)=O.B(O)O, predict the reaction product. The product is: [CH3:1][N:2]1[C:3]([C:4]2[CH:9]=[CH:8][C:7]([B:10]([OH:14])[OH:11])=[CH:6][CH:5]=2)=[N:22][N:21]=[N:20]1. (3) Given the reactants [CH3:1][C@@H:2]1[N:4]([C:5]([O:7][CH2:8][C:9]2[CH:14]=[CH:13][CH:12]=[CH:11][CH:10]=2)=[O:6])[C@H:3]1[C:15]([O:17][CH3:18])=[O:16].[CH:19]([OH:22])([CH3:21])[CH3:20], predict the reaction product. The product is: [CH3:20][CH:19]([O:22][C@@H:2]([CH3:1])[C@@H:3]([C:15]([O:17][CH3:18])=[O:16])[NH:4][C:5]([O:7][CH2:8][C:9]1[CH:14]=[CH:13][CH:12]=[CH:11][CH:10]=1)=[O:6])[CH3:21]. (4) Given the reactants [CH3:1][O:2][C:3]1[CH:4]=[N:5][C:6]2[C:11]([CH:12]=1)=[CH:10][C:9]([CH2:13][C:14](OC(C)(C)C)=O)=[CH:8][CH:7]=2.[Cl:21][C:22]1[N:27]=[N:26][C:25]([NH:28][NH2:29])=[CH:24][CH:23]=1.Cl.[OH-].[Na+], predict the reaction product. The product is: [Cl:21][C:22]1[CH:23]=[CH:24][C:25]2[N:26]([C:14]([CH2:13][C:9]3[CH:10]=[C:11]4[C:6](=[CH:7][CH:8]=3)[N:5]=[CH:4][C:3]([O:2][CH3:1])=[CH:12]4)=[N:29][N:28]=2)[N:27]=1.